Dataset: Forward reaction prediction with 1.9M reactions from USPTO patents (1976-2016). Task: Predict the product of the given reaction. (1) Given the reactants [CH3:1][O:2][C:3]1[CH:4]=[C:5]([CH2:12][C:13]([N:15]2[CH2:19][CH2:18][CH2:17][CH2:16]2)=[O:14])[CH:6]=[CH:7][C:8]=1[N+:9]([O-])=O, predict the reaction product. The product is: [NH2:9][C:8]1[CH:7]=[CH:6][C:5]([CH2:12][C:13]([N:15]2[CH2:19][CH2:18][CH2:17][CH2:16]2)=[O:14])=[CH:4][C:3]=1[O:2][CH3:1]. (2) Given the reactants [CH3:1][O:2][C:3]1[CH:12]=[CH:11][CH:10]=[C:9]2[C:4]=1[CH2:5][CH2:6][C:7](=O)[CH2:8]2.[CH3:14][NH:15][CH3:16].CC(O)=O.[BH-](OC(C)=O)(OC(C)=O)OC(C)=O.[Na+].C([O-])(O)=O.[Na+], predict the reaction product. The product is: [CH3:1][O:2][C:3]1[CH:12]=[CH:11][CH:10]=[C:9]2[C:4]=1[CH2:5][CH2:6][CH:7]([N:15]([CH3:16])[CH3:14])[CH2:8]2. (3) Given the reactants C([O:8][C:9]1[CH:14]=[CH:13][C:12]([C:15]2[N:16]=[CH:17][N:18]([CH3:30])[C:19]=2[C:20]2[S:29][C:23]3[N:24]=[CH:25][N:26]=[C:27]([NH2:28])[C:22]=3[CH:21]=2)=[CH:11][CH:10]=1)C1C=CC=CC=1.C(O)(C(F)(F)F)=O.O, predict the reaction product. The product is: [NH2:28][C:27]1[C:22]2[CH:21]=[C:20]([C:19]3[N:18]([CH3:30])[CH:17]=[N:16][C:15]=3[C:12]3[CH:13]=[CH:14][C:9]([OH:8])=[CH:10][CH:11]=3)[S:29][C:23]=2[N:24]=[CH:25][N:26]=1. (4) Given the reactants [Cl:1][C:2]1[CH:12]=[CH:11][C:5]([O:6][CH2:7][C:8]([OH:10])=[O:9])=[C:4]([CH2:13][N:14]2[CH2:19][CH2:18][N:17](S(CC3C=CC=CC=3)(=O)=O)[CH:16]([CH3:30])[CH2:15]2)[CH:3]=1.[C:31](Cl)(=[O:38])[C:32]1[CH:37]=[CH:36][CH:35]=[CH:34][CH:33]=1, predict the reaction product. The product is: [C:31]([N:17]1[CH2:18][CH2:19][N:14]([CH2:13][C:4]2[CH:3]=[C:2]([Cl:1])[CH:12]=[CH:11][C:5]=2[O:6][CH2:7][C:8]([OH:10])=[O:9])[CH2:15][CH:16]1[CH3:30])(=[O:38])[C:32]1[CH:37]=[CH:36][CH:35]=[CH:34][CH:33]=1.